Dataset: Full USPTO retrosynthesis dataset with 1.9M reactions from patents (1976-2016). Task: Predict the reactants needed to synthesize the given product. (1) Given the product [OH:32][C:10]1[C:9]([OH:8])=[CH:16][C:13]([C:14]#[N:15])=[C:12]([CH2:17][C:18]2[CH:27]=[CH:26][C:25]3[C:20](=[CH:21][CH:22]=[C:23]([O:28][CH3:29])[CH:24]=3)[CH:19]=2)[C:11]=1[C:30]#[N:31], predict the reactants needed to synthesize it. The reactants are: C([O:8][C:9]1[C:10]([OH:32])=[C:11]([C:30]#[N:31])[C:12]([CH2:17][C:18]2[CH:27]=[CH:26][C:25]3[C:20](=[CH:21][CH:22]=[C:23]([O:28][CH3:29])[CH:24]=3)[CH:19]=2)=[C:13]([CH:16]=1)[C:14]#[N:15])C1C=CC=CC=1. (2) Given the product [CH2:27]([NH:30][C:14](=[O:16])[C:13]1[CH:17]=[C:18]([NH:20][C:21]2[CH:26]=[N:25][CH:24]=[CH:23][N:22]=2)[N:19]=[C:11]([NH:10][C@H:8]([C:5]2[CH:4]=[CH:3][C:2]([F:1])=[CH:7][CH:6]=2)[CH3:9])[CH:12]=1)[CH3:28], predict the reactants needed to synthesize it. The reactants are: [F:1][C:2]1[CH:7]=[CH:6][C:5]([C@@H:8]([NH:10][C:11]2[CH:12]=[C:13]([CH:17]=[C:18]([NH:20][C:21]3[CH:26]=[N:25][CH:24]=[CH:23][N:22]=3)[N:19]=2)[C:14]([OH:16])=O)[CH3:9])=[CH:4][CH:3]=1.[CH:27]([NH:30]C(C)C)(C)[CH3:28].F[P-](F)(F)(F)(F)F.N1(O[P+](N2CCCC2)(N2CCCC2)N2CCCC2)C2C=CC=CC=2N=N1.Cl.C(N)C. (3) Given the product [Cl:1][C:2]1[CH:8]=[CH:7][C:5]([NH:6][C:24](=[O:25])[C:23]2[CH:22]=[CH:21][C:20]([N:15]3[CH:19]=[CH:18][N:17]=[CH:16]3)=[CH:28][CH:27]=2)=[CH:4][C:3]=1[C:9]1[CH:14]=[CH:13][CH:12]=[CH:11][N:10]=1, predict the reactants needed to synthesize it. The reactants are: [Cl:1][C:2]1[CH:8]=[CH:7][C:5]([NH2:6])=[CH:4][C:3]=1[C:9]1[CH:14]=[CH:13][CH:12]=[CH:11][N:10]=1.[N:15]1([C:20]2[CH:28]=[CH:27][C:23]([C:24](O)=[O:25])=[CH:22][CH:21]=2)[CH:19]=[CH:18][N:17]=[CH:16]1. (4) Given the product [Cl:21][C:6]1[CH:5]=[N+:4]([O-:22])[CH:3]=[C:2]([Cl:1])[C:7]=1[CH2:8][C@@H:9]([C:11]1[CH:16]=[CH:15][C:14]([O:17][CH3:18])=[C:13]([O:19][CH3:20])[CH:12]=1)[O:10][C:30](=[O:31])[C:29]1[CH:32]=[CH:33][C:26]([CH:23]=[O:24])=[CH:27][CH:28]=1, predict the reactants needed to synthesize it. The reactants are: [Cl:1][C:2]1[CH:3]=[N+:4]([O-:22])[CH:5]=[C:6]([Cl:21])[C:7]=1[CH2:8][C@@H:9]([C:11]1[CH:16]=[CH:15][C:14]([O:17][CH3:18])=[C:13]([O:19][CH3:20])[CH:12]=1)[OH:10].[C:23]([C:26]1[CH:33]=[CH:32][C:29]([CH:30]=[O:31])=[CH:28][CH:27]=1)(O)=[O:24].Cl.CN(C)CCCN=C=NCC. (5) Given the product [NH2:8][C:9]1[C:14]([CH:15]=[O:16])=[CH:13][CH:12]=[C:11]([N:17]2[CH2:18][CH2:19][N:20]([CH3:23])[CH2:21][CH2:22]2)[N:10]=1, predict the reactants needed to synthesize it. The reactants are: Cl.C(OC(=O)[NH:8][C:9]1[C:14]([CH:15]=[O:16])=[CH:13][CH:12]=[C:11]([N:17]2[CH2:22][CH2:21][N:20]([CH3:23])[CH2:19][CH2:18]2)[N:10]=1)(C)(C)C.CO.ClCCl. (6) The reactants are: C([NH:8][C@H:9]1[C@@H:15]([CH3:16])[CH2:14][CH2:13][N:12]([C:17](=[O:19])[CH3:18])[CH2:11][CH2:10]1)C1C=CC=CC=1.Cl. Given the product [NH2:8][C@H:9]1[C@@H:15]([CH3:16])[CH2:14][CH2:13][N:12]([C:17](=[O:19])[CH3:18])[CH2:11][CH2:10]1, predict the reactants needed to synthesize it. (7) Given the product [CH3:1][O:2][C:3](=[O:19])[C:4]1[CH:9]=[CH:8][CH:7]=[C:6]([CH2:10][O:11][C:12]2[CH:17]=[CH:16][C:15]([C:28]3[CH:29]=[C:30]([F:34])[C:31]([F:33])=[CH:32][C:27]=3[F:26])=[CH:14][CH:13]=2)[CH:5]=1, predict the reactants needed to synthesize it. The reactants are: [CH3:1][O:2][C:3](=[O:19])[C:4]1[CH:9]=[CH:8][CH:7]=[C:6]([CH2:10][O:11][C:12]2[CH:17]=[CH:16][C:15](I)=[CH:14][CH:13]=2)[CH:5]=1.C(=O)([O-])[O-].[K+].[K+].[F:26][C:27]1[CH:32]=[C:31]([F:33])[C:30]([F:34])=[CH:29][C:28]=1B(O)O.